Dataset: Reaction yield outcomes from USPTO patents with 853,638 reactions. Task: Predict the reaction yield, written as a fraction of the theoretical maximum amount of product (1.0 means a 100% yield; for example, 0.34 means a 34% yield). (1) The reactants are Br[CH2:2][C:3]([C:5]1[CH:10]=[CH:9][C:8]([CH2:11][C@H:12]([NH:16][C:17](=[O:30])[C:18]2[CH:23]=[CH:22][C:21]([O:24][CH:25]([CH3:27])[CH3:26])=[C:20]([C:28]#[N:29])[CH:19]=2)[CH2:13][CH2:14][OH:15])=[CH:7][CH:6]=1)=O.[NH2:31][C:32]1[C:37]([CH3:38])=[CH:36][CH:35]=[CH:34][N:33]=1.C([O-])(O)=O.[Na+]. The catalyst is CC(O)C. The product is [C:28]([C:20]1[CH:19]=[C:18]([CH:23]=[CH:22][C:21]=1[O:24][CH:25]([CH3:27])[CH3:26])[C:17]([NH:16][C@@H:12]([CH2:11][C:8]1[CH:7]=[CH:6][C:5]([C:3]2[N:31]=[C:32]3[C:37]([CH3:38])=[CH:36][CH:35]=[CH:34][N:33]3[CH:2]=2)=[CH:10][CH:9]=1)[CH2:13][CH2:14][OH:15])=[O:30])#[N:29]. The yield is 0.700. (2) The reactants are [OH:1][NH:2][C:3]([C:5]1([S:15]([C:18]2[CH:23]=[CH:22][C:21]([O:24][C:25]3[CH:30]=[CH:29][C:28]([O:31][C:32]([F:35])([F:34])[F:33])=[CH:27][CH:26]=3)=[CH:20][CH:19]=2)(=[O:17])=[O:16])[CH2:10][CH2:9][N:8]([CH2:11][CH2:12][O:13][CH3:14])[CH2:7][CH2:6]1)=[O:4].[C:36]([OH:48])(=[O:47])[CH2:37][C:38]([CH2:43][C:44]([OH:46])=[O:45])([C:40]([OH:42])=[O:41])[OH:39]. The catalyst is C(OCC)(=O)C. The product is [OH:39][C:38]([C:40]([OH:42])=[O:41])([CH2:43][C:44]([OH:46])=[O:45])[CH2:37][C:36]([OH:48])=[O:47].[OH:1][NH:2][C:3]([C:5]1([S:15]([C:18]2[CH:23]=[CH:22][C:21]([O:24][C:25]3[CH:26]=[CH:27][C:28]([O:31][C:32]([F:35])([F:33])[F:34])=[CH:29][CH:30]=3)=[CH:20][CH:19]=2)(=[O:17])=[O:16])[CH2:6][CH2:7][N:8]([CH2:11][CH2:12][O:13][CH3:14])[CH2:9][CH2:10]1)=[O:4]. The yield is 0.537. (3) The reactants are [C:1]([C:5]1[CH:11]=[CH:10][C:8]([NH2:9])=[CH:7][CH:6]=1)([CH3:4])([CH3:3])[CH3:2].[F:12][B-:13]([F:16])([F:15])[F:14].[N:17]#[O+].[K+].[Br-]. The catalyst is C(#N)C.C(Cl)Cl. The product is [F:12][B-:13]([F:16])([F:15])[F:14].[C:1]([C:5]1[CH:6]=[CH:7][C:8]([N+:9]#[N:17])=[CH:10][CH:11]=1)([CH3:4])([CH3:2])[CH3:3]. The yield is 0.780. (4) The reactants are [H-].[Al+3].[Li+].[H-].[H-].[H-].[CH2:7]([O:14][C:15]1[CH:16]=[C:17]([CH:26]=[CH:27][CH:28]=1)[O:18][C:19]1[S:23][C:22]([C:24]#[N:25])=[CH:21][CH:20]=1)[C:8]1[CH:13]=[CH:12][CH:11]=[CH:10][CH:9]=1.O. The catalyst is O1CCCC1. The product is [CH2:7]([O:14][C:15]1[CH:16]=[C:17]([CH:26]=[CH:27][CH:28]=1)[O:18][C:19]1[S:23][C:22]([CH2:24][NH2:25])=[CH:21][CH:20]=1)[C:8]1[CH:9]=[CH:10][CH:11]=[CH:12][CH:13]=1. The yield is 0.720. (5) The reactants are [Cl:1][C:2]1[C:3]([N+:12]([O-])=O)=[C:4]([CH:9]=[CH:10][CH:11]=1)[C:5]([O:7][CH3:8])=[O:6]. The catalyst is CCO.CC(O)=O.[Fe]. The product is [NH2:12][C:3]1[C:2]([Cl:1])=[CH:11][CH:10]=[CH:9][C:4]=1[C:5]([O:7][CH3:8])=[O:6]. The yield is 0.790. (6) The reactants are Br[C:2]1[CH:14]=[CH:13][C:5]([O:6][CH2:7][C@:8]([CH3:12])([OH:11])[CH2:9][OH:10])=[CH:4][CH:3]=1.[F:15][C:16]([F:32])([F:31])[O:17][C:18]1[CH:30]=[CH:29][C:21]([O:22][CH:23]2[CH2:28][CH2:27][NH:26][CH2:25][CH2:24]2)=[CH:20][CH:19]=1.CC(C)([O-])C.[Na+].[Cl-].[NH4+].O.[C:42]1([CH3:52])[CH:47]=[CH:46][C:45]([S:48]([OH:51])(=[O:50])=[O:49])=[CH:44][CH:43]=1. The catalyst is C1C=CC(/C=C/C(/C=C/C2C=CC=CC=2)=O)=CC=1.C1C=CC(/C=C/C(/C=C/C2C=CC=CC=2)=O)=CC=1.C1C=CC(/C=C/C(/C=C/C2C=CC=CC=2)=O)=CC=1.[Pd].[Pd].C(P(C(C)(C)C)C1C=CC=CC=1C1C(C(C)C)=CC(C(C)C)=CC=1C(C)C)(C)(C)C.C1(C)C=CC=CC=1. The product is [C:42]1([CH3:52])[CH:43]=[CH:44][C:45]([S:48]([OH:51])(=[O:49])=[O:50])=[CH:46][CH:47]=1.[CH3:12][C@:8]([OH:11])([CH2:7][O:6][C:5]1[CH:13]=[CH:14][C:2]([N:26]2[CH2:27][CH2:28][CH:23]([O:22][C:21]3[CH:20]=[CH:19][C:18]([O:17][C:16]([F:15])([F:31])[F:32])=[CH:30][CH:29]=3)[CH2:24][CH2:25]2)=[CH:3][CH:4]=1)[CH2:9][OH:10]. The yield is 0.857. (7) The reactants are C(OC([NH:8][C@@H:9]([CH3:18])[C:10]([O:12][CH2:13][C:14]([CH3:17])([CH3:16])[CH3:15])=[O:11])=O)(C)(C)C.[CH3:19][C:20]1[CH:21]=[CH:22][C:23]([S:26]([OH:29])(=[O:28])=[O:27])=[CH:24][CH:25]=1.O. The catalyst is C(OCC)(=O)C. The product is [C:20]1([CH3:19])[CH:21]=[CH:22][C:23]([S:26]([OH:29])(=[O:27])=[O:28])=[CH:24][CH:25]=1.[NH2:8][C@@H:9]([CH3:18])[C:10]([O:12][CH2:13][C:14]([CH3:17])([CH3:16])[CH3:15])=[O:11]. The yield is 0.790. (8) The yield is 0.990. The reactants are [CH2:1]([C:3]1[CH:4]([C:9]([O:11][CH2:12][CH3:13])=[O:10])[CH2:5][C:6](=[O:8])[CH:7]=1)[CH3:2]. The product is [CH2:1]([CH:3]1[CH2:7][C:6](=[O:8])[CH2:5][CH:4]1[C:9]([O:11][CH2:12][CH3:13])=[O:10])[CH3:2]. The catalyst is [Pd].CCOC(C)=O.